Dataset: Forward reaction prediction with 1.9M reactions from USPTO patents (1976-2016). Task: Predict the product of the given reaction. (1) Given the reactants Cl[C:2]1[C:11]2[C:6](=[CH:7][CH:8]=[C:9](Cl)[CH:10]=2)[C:5]([C:13]2[CH:18]=[C:17]([CH3:19])[CH:16]=[C:15]([CH3:20])[CH:14]=2)=[N:4][CH:3]=1.C(B(O)O)C(C)C.C1(P(C2CCCCC2)C2C=CC=CC=2C2C(OC)=CC=CC=2OC)CCCCC1.[O-]P([O-])([O-])=O.[K+].[K+].[K+].O, predict the reaction product. The product is: [CH3:19][C:17]1[CH:18]=[C:13]([C:5]2[C:6]3[C:11](=[CH:10][CH:9]=[CH:8][CH:7]=3)[CH:2]=[CH:3][N:4]=2)[CH:14]=[C:15]([CH3:20])[CH:16]=1. (2) The product is: [Cl:1][C:2]1[CH:3]=[CH:4][C:5]2[CH2:11][C:34]3[CH:35]=[CH:36][CH:37]=[CH:38][C:33]=3[C:9](=[O:10])[NH:8][C:6]=2[CH:7]=1. Given the reactants [Cl:1][C:2]1[CH:3]=[CH:4][C:5]([CH3:11])=[C:6]([N:8]=[C:9]=[O:10])[CH:7]=1.S(Cl)(Cl)(=O)=O.N(C(C)(C)C#N)=NC(C)(C)C#N.[Al+3].[Cl-].[Cl-].[Cl-].[CH:33]1[CH:38]=[CH:37][CH:36]=[CH:35][CH:34]=1, predict the reaction product.